Dataset: Blood-brain barrier penetration binary classification data from Martins et al.. Task: Regression/Classification. Given a drug SMILES string, predict its absorption, distribution, metabolism, or excretion properties. Task type varies by dataset: regression for continuous measurements (e.g., permeability, clearance, half-life) or binary classification for categorical outcomes (e.g., BBB penetration, CYP inhibition). Dataset: bbb_martins. The molecule is N[C@@H]1C[C@H]1c1ccccc1.[Cl-].[H+]. The result is 1 (penetrates BBB).